Dataset: NCI-60 drug combinations with 297,098 pairs across 59 cell lines. Task: Regression. Given two drug SMILES strings and cell line genomic features, predict the synergy score measuring deviation from expected non-interaction effect. Drug 1: CC12CCC3C(C1CCC2OP(=O)(O)O)CCC4=C3C=CC(=C4)OC(=O)N(CCCl)CCCl.[Na+]. Drug 2: CC1C(C(CC(O1)OC2CC(CC3=C2C(=C4C(=C3O)C(=O)C5=C(C4=O)C(=CC=C5)OC)O)(C(=O)CO)O)N)O.Cl. Cell line: SNB-19. Synergy scores: CSS=59.6, Synergy_ZIP=18.8, Synergy_Bliss=14.8, Synergy_Loewe=-6.12, Synergy_HSA=15.7.